From a dataset of NCI-60 drug combinations with 297,098 pairs across 59 cell lines. Regression. Given two drug SMILES strings and cell line genomic features, predict the synergy score measuring deviation from expected non-interaction effect. (1) Drug 1: CC1=C(C=C(C=C1)NC2=NC=CC(=N2)N(C)C3=CC4=NN(C(=C4C=C3)C)C)S(=O)(=O)N.Cl. Drug 2: C1C(C(OC1N2C=C(C(=O)NC2=O)F)CO)O. Cell line: EKVX. Synergy scores: CSS=10.8, Synergy_ZIP=3.85, Synergy_Bliss=9.51, Synergy_Loewe=3.29, Synergy_HSA=8.64. (2) Drug 1: CC1C(C(=O)NC(C(=O)N2CCCC2C(=O)N(CC(=O)N(C(C(=O)O1)C(C)C)C)C)C(C)C)NC(=O)C3=C4C(=C(C=C3)C)OC5=C(C(=O)C(=C(C5=N4)C(=O)NC6C(OC(=O)C(N(C(=O)CN(C(=O)C7CCCN7C(=O)C(NC6=O)C(C)C)C)C)C(C)C)C)N)C. Drug 2: CS(=O)(=O)CCNCC1=CC=C(O1)C2=CC3=C(C=C2)N=CN=C3NC4=CC(=C(C=C4)OCC5=CC(=CC=C5)F)Cl. Cell line: OVCAR-5. Synergy scores: CSS=-0.463, Synergy_ZIP=-0.716, Synergy_Bliss=4.81, Synergy_Loewe=1.81, Synergy_HSA=2.11. (3) Drug 1: CCC1(CC2CC(C3=C(CCN(C2)C1)C4=CC=CC=C4N3)(C5=C(C=C6C(=C5)C78CCN9C7C(C=CC9)(C(C(C8N6C)(C(=O)OC)O)OC(=O)C)CC)OC)C(=O)OC)O.OS(=O)(=O)O. Drug 2: CN(CC1=CN=C2C(=N1)C(=NC(=N2)N)N)C3=CC=C(C=C3)C(=O)NC(CCC(=O)O)C(=O)O. Cell line: NCI-H322M. Synergy scores: CSS=24.3, Synergy_ZIP=0.439, Synergy_Bliss=1.03, Synergy_Loewe=-15.9, Synergy_HSA=0.380. (4) Synergy scores: CSS=1.20, Synergy_ZIP=-1.49, Synergy_Bliss=-2.34, Synergy_Loewe=-58.8, Synergy_HSA=-2.32. Drug 2: C1CCC(C(C1)N)N.C(=O)(C(=O)[O-])[O-].[Pt+4]. Drug 1: CN(C)N=NC1=C(NC=N1)C(=O)N. Cell line: OVCAR-4. (5) Drug 1: C1=CC(=CC=C1CCCC(=O)O)N(CCCl)CCCl. Drug 2: C1=CC=C(C(=C1)C(C2=CC=C(C=C2)Cl)C(Cl)Cl)Cl. Cell line: HOP-92. Synergy scores: CSS=28.3, Synergy_ZIP=-10.8, Synergy_Bliss=-7.36, Synergy_Loewe=-10.8, Synergy_HSA=-6.99. (6) Drug 1: C1=CC(=C2C(=C1NCCNCCO)C(=O)C3=C(C=CC(=C3C2=O)O)O)NCCNCCO. Drug 2: CS(=O)(=O)OCCCCOS(=O)(=O)C. Cell line: SNB-19. Synergy scores: CSS=47.1, Synergy_ZIP=1.44, Synergy_Bliss=1.70, Synergy_Loewe=-19.5, Synergy_HSA=3.52. (7) Drug 1: CC1CC(C(C(C=C(C(C(C=CC=C(C(=O)NC2=CC(=O)C(=C(C1)C2=O)OC)C)OC)OC(=O)N)C)C)O)OC. Drug 2: CN1C=C(C=N1)C2=C3N=C(C(=C(N3N=C2)N)Br)C4CCCNC4. Cell line: UACC62. Synergy scores: CSS=51.5, Synergy_ZIP=-1.16, Synergy_Bliss=-1.72, Synergy_Loewe=-3.53, Synergy_HSA=0.877.